Dataset: Full USPTO retrosynthesis dataset with 1.9M reactions from patents (1976-2016). Task: Predict the reactants needed to synthesize the given product. (1) Given the product [ClH:1].[ClH:1].[CH3:13][CH:14]1[C:7]2[N:8]=[CH:9][NH:10][C:6]=2[CH2:5][CH2:4][NH:3]1, predict the reactants needed to synthesize it. The reactants are: [ClH:1].Cl.[NH2:3][CH2:4][CH2:5][C:6]1[N:10]=[CH:9][NH:8][CH:7]=1.[OH-].[Na+].[CH:13](=O)[CH3:14].Cl. (2) Given the product [CH3:12][C:7]1([CH3:13])[CH2:6][C:5](=[O:14])[C:4]2[C:9](=[CH:10][CH:11]=[C:2]([B:15]([OH:19])[OH:16])[CH:3]=2)[O:8]1, predict the reactants needed to synthesize it. The reactants are: Br[C:2]1[CH:3]=[C:4]2[C:9](=[CH:10][CH:11]=1)[O:8][C:7]([CH3:13])([CH3:12])[CH2:6][C:5]2=[O:14].[B:15]1(B2OC(C)(C)C(C)(C)O2)[O:19]C(C)(C)C(C)(C)[O:16]1.C([O-])(=O)C.[K+].O. (3) Given the product [CH:19]1([NH:18][C:16]([C:11]2[N:10]=[N:9][N:8]([C:5]3[CH:6]=[CH:7][C:2]([NH:1][C:30](=[O:31])[CH:29]([CH3:33])[CH3:28])=[CH:3][CH:4]=3)[C:12]=2[CH2:13][CH2:14][CH3:15])=[O:17])[CH2:20][CH2:21]1, predict the reactants needed to synthesize it. The reactants are: [NH2:1][C:2]1[CH:7]=[CH:6][C:5]([N:8]2[C:12]([CH2:13][CH2:14][CH3:15])=[C:11]([C:16]([NH:18][CH:19]3[CH2:21][CH2:20]3)=[O:17])[N:10]=[N:9]2)=[CH:4][CH:3]=1.N1C=CC=CC=1.[CH3:28][CH:29]([CH3:33])[C:30](Cl)=[O:31]. (4) Given the product [C:1]1([O:11][CH2:12][CH2:13][CH2:14][N:15]2[C:23]3[C:18](=[CH:19][CH:20]=[CH:21][CH:22]=3)[C:17]([N:24]3[CH2:25][CH2:26][CH2:27][CH2:28][CH2:29]3)=[C:16]2[C:30]([OH:32])=[O:31])[C:10]2[C:5](=[CH:6][CH:7]=[CH:8][CH:9]=2)[CH:4]=[CH:3][CH:2]=1, predict the reactants needed to synthesize it. The reactants are: [C:1]1([O:11][CH2:12][CH2:13][CH2:14][N:15]2[C:23]3[C:18](=[CH:19][CH:20]=[CH:21][CH:22]=3)[C:17]([N:24]3[CH2:29][CH2:28][CH2:27][CH2:26][CH2:25]3)=[C:16]2[C:30]([O:32]CC)=[O:31])[C:10]2[C:5](=[CH:6][CH:7]=[CH:8][CH:9]=2)[CH:4]=[CH:3][CH:2]=1. (5) The reactants are: COC1C=C(OC)C=CC=1C[N:6]1[CH2:11][CH2:10][CH2:9][C:8]([F:13])([F:12])[S:7]1(=[O:15])=[O:14].FC(F)(F)C(O)=O. Given the product [F:12][C:8]1([F:13])[S:7](=[O:15])(=[O:14])[NH:6][CH2:11][CH2:10][CH2:9]1, predict the reactants needed to synthesize it. (6) Given the product [CH3:15][O:14][N:13]=[C:11]1[CH2:10][C@@H:9]([C:16]2[O:18][N:45]=[C:36]([CH2:37][C:38](=[O:44])[N:39]3[CH2:43][CH2:42][CH2:41][CH2:40]3)[N:35]=2)[N:8]([C:6]([C:31]2[CH:30]=[CH:29][C:28]([C:19]3[CH:20]=[CH:21][CH:22]=[CH:23][CH:24]=3)=[CH:33][CH:32]=2)=[O:7])[CH2:12]1, predict the reactants needed to synthesize it. The reactants are: C(O[C:6]([N:8]1[CH2:12][C:11](=[N:13][O:14][CH3:15])[CH2:10][C@H:9]1[C:16]([OH:18])=O)=[O:7])(C)(C)C.[C:19]1([C:28]2[CH:33]=[CH:32][CH:31]=[CH:30][CH:29]=2)[CH:24]=[CH:23][C:22](C(Cl)=O)=[CH:21][CH:20]=1.O/[N:35]=[C:36](\[NH2:45])/[CH2:37][C:38](=[O:44])[N:39]1[CH2:43][CH2:42][CH2:41][CH2:40]1. (7) Given the product [N+:26]([C:23]1[CH:24]=[CH:25][C:20]([C:18]2[N:13]=[C:11]([NH:10][CH2:9][C:8]3[CH:14]=[CH:15][C:5]([C:3]([O:2][CH3:1])=[O:4])=[CH:6][CH:7]=3)[S:12][CH:17]=2)=[CH:21][CH:22]=1)([O-:28])=[O:27], predict the reactants needed to synthesize it. The reactants are: [CH3:1][O:2][C:3]([C:5]1[CH:15]=[CH:14][C:8]([CH2:9][NH:10][C:11]([NH2:13])=[S:12])=[CH:7][CH:6]=1)=[O:4].Br[CH2:17][C:18]([C:20]1[CH:25]=[CH:24][C:23]([N+:26]([O-:28])=[O:27])=[CH:22][CH:21]=1)=O.C(=O)(O)[O-].[Na+].O.